Dataset: Catalyst prediction with 721,799 reactions and 888 catalyst types from USPTO. Task: Predict which catalyst facilitates the given reaction. (1) Reactant: [CH3:1][C:2]([CH3:17])([CH3:16])[CH2:3][N:4]1[C:8]2[CH:9]=[CH:10][C:11]([N+:13]([O-])=O)=[CH:12][C:7]=2[N:6]=[N:5]1. Product: [CH3:1][C:2]([CH3:17])([CH3:16])[CH2:3][N:4]1[C:8]2[CH:9]=[CH:10][C:11]([NH2:13])=[CH:12][C:7]=2[N:6]=[N:5]1. The catalyst class is: 29. (2) Product: [Cl:1][C:2]1[CH:3]=[CH:4][C:5]([C:8]2[C:16]3[C:11](=[CH:12][CH:13]=[C:14]([C:17]4[N:18]=[N:25][NH:26][N:27]=4)[CH:15]=3)[NH:10][N:9]=2)=[CH:6][CH:7]=1. The catalyst class is: 11. Reactant: [Cl:1][C:2]1[CH:7]=[CH:6][C:5]([C:8]2[C:16]3[C:11](=[CH:12][CH:13]=[C:14]([C:17]#[N:18])[CH:15]=3)[N:10](C3CCCCO3)[N:9]=2)=[CH:4][CH:3]=1.[N:25]([Sn](CCCC)(CCCC)CCCC)=[N+:26]=[N-:27].O1CCOCC1.Cl. (3) Reactant: [NH2:1][C:2]1[CH:3]=[C:4]([NH:9][C:10](=[O:22])[C:11]2[CH:16]=[CH:15][CH:14]=[C:13]([C:17]([C:20]#[N:21])([CH3:19])[CH3:18])[CH:12]=2)[CH:5]=[CH:6][C:7]=1[CH3:8].Br[C:24]1[CH:25]=[C:26]2[C:31](=[CH:32][CH:33]=1)[N:30]=[CH:29][N:28]([CH2:34][CH2:35][O:36][Si](C(C)(C)C)(C)C)[C:27]2=[O:44].CC(C)([O-])C.[Na+].C1C=CC(P(C2C(C3C(P(C4C=CC=CC=4)C4C=CC=CC=4)=CC=C4C=3C=CC=C4)=C3C(C=CC=C3)=CC=2)C2C=CC=CC=2)=CC=1. Product: [C:20]([C:17]([C:13]1[CH:12]=[C:11]([CH:16]=[CH:15][CH:14]=1)[C:10]([NH:9][C:4]1[CH:5]=[CH:6][C:7]([CH3:8])=[C:2]([NH:1][C:24]2[CH:25]=[C:26]3[C:31](=[CH:32][CH:33]=2)[N:30]=[CH:29][N:28]([CH2:34][CH2:35][OH:36])[C:27]3=[O:44])[CH:3]=1)=[O:22])([CH3:19])[CH3:18])#[N:21]. The catalyst class is: 101. (4) Reactant: [CH3:1][O:2][C:3]1[C@H:4]([CH:11]([CH3:13])[CH3:12])[N:5]=[C:6]([O:9][CH3:10])[CH2:7][N:8]=1.C([Li])CCC.[CH2:19]([O:21][P:22]([CH2:27][CH2:28]Br)(=[O:26])[O:23][CH2:24][CH3:25])[CH3:20].C(O)(=O)C. Product: [CH2:19]([O:21][P:22]([CH2:27][CH2:28][C@@H:7]1[C:6]([O:9][CH3:10])=[N:5][C@@H:4]([CH:11]([CH3:13])[CH3:12])[C:3]([O:2][CH3:1])=[N:8]1)([O:23][CH2:24][CH3:25])=[O:26])[CH3:20]. The catalyst class is: 1. (5) Reactant: [CH2:1]([O:8][C:9]1[CH:10]=[C:11]([CH:53]=[CH:54][CH:55]=1)[O:12][C:13]1[CH:18]=[CH:17][C:16]([CH2:19][CH2:20][CH2:21][C:22]([NH:44][C:45]([O:47][C:48]([CH3:51])([CH3:50])[CH3:49])=[O:46])([CH2:25][O:26][Si:27]([C:40]([CH3:43])([CH3:42])[CH3:41])([C:34]2[CH:39]=[CH:38][CH:37]=[CH:36][CH:35]=2)[C:28]2[CH:33]=[CH:32][CH:31]=[CH:30][CH:29]=2)[CH2:23][OH:24])=[C:15]([Cl:52])[CH:14]=1)[C:2]1[CH:7]=[CH:6][CH:5]=[CH:4][CH:3]=1.[Cr](O[Cr]([O-])(=O)=O)([O-])(=O)=O.[NH+]1C=CC=CC=1.[NH+]1C=CC=CC=1.O. Product: [CH2:1]([O:8][C:9]1[CH:10]=[C:11]([CH:53]=[CH:54][CH:55]=1)[O:12][C:13]1[CH:18]=[CH:17][C:16]([CH2:19][CH2:20][CH2:21][C:22]([NH:44][C:45]([O:47][C:48]([CH3:50])([CH3:49])[CH3:51])=[O:46])([CH2:25][O:26][Si:27]([C:40]([CH3:42])([CH3:43])[CH3:41])([C:34]2[CH:35]=[CH:36][CH:37]=[CH:38][CH:39]=2)[C:28]2[CH:29]=[CH:30][CH:31]=[CH:32][CH:33]=2)[CH:23]=[O:24])=[C:15]([Cl:52])[CH:14]=1)[C:2]1[CH:3]=[CH:4][CH:5]=[CH:6][CH:7]=1. The catalyst class is: 3. (6) Reactant: [CH2:1]([O:5][CH2:6][CH2:7][O:8][C:9]1[CH:14]=[CH:13][C:12]([C:15]2[CH:16]=[CH:17][C:18]3[N:24]([CH2:25][CH:26]([CH3:28])[CH3:27])[CH2:23][CH2:22][C:21]([C:29]([NH:31][C:32]4[CH:37]=[CH:36][C:35]([S:38][CH2:39][C:40]5[N:44]=[CH:43][O:42][N:41]=5)=[CH:34][CH:33]=4)=[O:30])=[CH:20][C:19]=3[CH:45]=2)=[CH:11][CH:10]=1)[CH2:2][CH2:3][CH3:4].ClC1C=CC=C(C(OO)=[O:54])C=1.S([O-])([O-])(=O)=S.[Na+].[Na+]. Product: [CH2:1]([O:5][CH2:6][CH2:7][O:8][C:9]1[CH:14]=[CH:13][C:12]([C:15]2[CH:16]=[CH:17][C:18]3[N:24]([CH2:25][CH:26]([CH3:27])[CH3:28])[CH2:23][CH2:22][C:21]([C:29]([NH:31][C:32]4[CH:33]=[CH:34][C:35]([S:38]([CH2:39][C:40]5[N:44]=[CH:43][O:42][N:41]=5)=[O:54])=[CH:36][CH:37]=4)=[O:30])=[CH:20][C:19]=3[CH:45]=2)=[CH:11][CH:10]=1)[CH2:2][CH2:3][CH3:4]. The catalyst class is: 4. (7) Reactant: [N:1]1[CH:6]=[CH:5][CH:4]=[CH:3][C:2]=1[S:7]([CH:10]([NH:22][CH2:23][C:24]1[CH:29]=[CH:28][C:27]([C:30]2[S:31][CH:32]=[CH:33][N:34]=2)=[CH:26][CH:25]=1)[C:11]1[N:16]=[C:15]([NH:17][CH2:18][C:19]([OH:21])=O)[CH:14]=[CH:13][CH:12]=1)(=[O:9])=[O:8].[CH2:35]([NH2:46])[CH2:36][CH2:37][CH2:38][CH2:39][CH2:40][CH2:41][CH2:42][CH2:43][CH2:44][CH3:45].Cl.C(N=C=NCCCN(C)C)C.C(N(CC)CC)C.P(F)([O-])([O-])=O.P(F)([O-])([O-])=O.P(F)([O-])([O-])=O.P(F)([O-])([O-])=O.P(F)([O-])([O-])=O.P(F)([O-])([O-])=O.N1C2C=CC=C(OC(N(C)C)=[N+](C)C)C=2N=N1.N1C2C=CC=C(OC(N(C)C)=[N+](C)C)C=2N=N1.N1C2C=CC=C(OC(N(C)C)=[N+](C)C)C=2N=N1.N1C2C=CC=C(OC(N(C)C)=[N+](C)C)C=2N=N1.N1C2C=CC=C(OC(N(C)C)=[N+](C)C)C=2N=N1.N1C2C=CC=C(OC(N(C)C)=[N+](C)C)C=2N=N1.N1C2C=CC=C(OC(N(C)C)=[N+](C)C)C=2N=N1.N1C2C=CC=C(OC(N(C)C)=[N+](C)C)C=2N=N1.N1C2C=CC=C(OC(N(C)C)=[N+](C)C)C=2N=N1.N1C2C=CC=C(OC(N(C)C)=[N+](C)C)C=2N=N1.N1C2C=CC=C(OC(N(C)C)=[N+](C)C)C=2N=N1.N1C2C=CC=C(OC(N(C)C)=[N+](C)C)C=2N=N1. Product: [N:1]1[CH:6]=[CH:5][CH:4]=[CH:3][C:2]=1[S:7]([CH:10]([NH:22][CH2:23][C:24]1[CH:25]=[CH:26][C:27]([C:30]2[S:31][CH:32]=[CH:33][N:34]=2)=[CH:28][CH:29]=1)[C:11]1[N:16]=[C:15]([NH:17][CH2:18][C:19]([NH:46][CH2:35][CH2:36][CH2:37][CH2:38][CH2:39][CH2:40][CH2:41][CH2:42][CH2:43][CH2:44][CH3:45])=[O:21])[CH:14]=[CH:13][CH:12]=1)(=[O:8])=[O:9]. The catalyst class is: 232.